Task: Predict the reactants needed to synthesize the given product.. Dataset: Full USPTO retrosynthesis dataset with 1.9M reactions from patents (1976-2016) (1) Given the product [Cl:45][C:44]1[CH:43]=[CH:42][CH:41]=[C:40]([Cl:46])[C:39]=1[CH2:38][S:35]([C:32]1[CH:33]=[C:34]2[C:29](=[CH:30][CH:31]=1)[NH:28][C:27](=[O:47])/[C:26]/2=[CH:25]\[C:22]1[NH:21][C:20]([CH3:48])=[C:19]([CH2:18][C:17]([NH:16][CH2:15][CH2:14][N:11]2[CH2:10][CH2:9][NH:8][CH2:13][CH2:12]2)=[O:49])[C:23]=1[CH3:24])(=[O:37])=[O:36], predict the reactants needed to synthesize it. The reactants are: C(OC([N:8]1[CH2:13][CH2:12][N:11]([CH2:14][CH2:15][NH:16][C:17](=[O:49])[CH2:18][C:19]2[C:23]([CH3:24])=[C:22](/[CH:25]=[C:26]3\[C:27](=[O:47])[NH:28][C:29]4[C:34]\3=[CH:33][C:32]([S:35]([CH2:38][C:39]3[C:44]([Cl:45])=[CH:43][CH:42]=[CH:41][C:40]=3[Cl:46])(=[O:37])=[O:36])=[CH:31][CH:30]=4)[NH:21][C:20]=2[CH3:48])[CH2:10][CH2:9]1)=O)(C)(C)C.C(O)(C(F)(F)F)=O. (2) Given the product [Cl:25][C:26]1[CH:27]=[C:28]([NH:29][C:14]2[C:13]3[C:18](=[CH:19][CH:20]=[CH:21][C:12]=3[O:11][C@H:9]([CH3:10])[C:8]([N:7]([CH2:6][CH2:5][OH:4])[CH3:24])=[O:23])[N:17]=[CH:16][N:15]=2)[CH:30]=[CH:31][C:32]=1[C:33]([N:35]1[CH2:36][CH2:37][CH2:38][CH2:39][CH2:40]1)=[O:34], predict the reactants needed to synthesize it. The reactants are: C([O:4][CH2:5][CH2:6][N:7]([CH3:24])[C:8](=[O:23])[C@H:9]([O:11][C:12]1[CH:21]=[CH:20][CH:19]=[C:18]2[C:13]=1[C:14](=O)[NH:15][CH:16]=[N:17]2)[CH3:10])(=O)C.[Cl:25][C:26]1[CH:27]=[C:28]([CH:30]=[CH:31][C:32]=1[C:33]([N:35]1[CH2:40][CH2:39][CH2:38][CH2:37][CH2:36]1)=[O:34])[NH2:29]. (3) Given the product [Br:1][C:2]1[CH:3]=[C:4]([NH:8][CH:12]([C:11]2[CH:14]=[C:15]([F:18])[CH:16]=[CH:17][C:10]=2[F:9])[C:23]#[N:24])[CH:5]=[N:6][CH:7]=1, predict the reactants needed to synthesize it. The reactants are: [Br:1][C:2]1[CH:3]=[C:4]([NH2:8])[CH:5]=[N:6][CH:7]=1.[F:9][C:10]1[CH:17]=[CH:16][C:15]([F:18])=[CH:14][C:11]=1[CH:12]=O.[Si]([C:23]#[N:24])(C)(C)C. (4) Given the product [Cl:31][C:25]1[CH:26]=[C:27]([Cl:30])[CH:28]=[CH:29][C:24]=1[CH2:23][CH2:22][NH:21][C:19]1[N:18]=[C:17]([O:32][CH3:33])[N:16]=[C:15]([N:11]2[CH2:12][CH2:13][CH2:14][CH:9]([CH2:8][C:7]([OH:34])=[O:6])[CH2:10]2)[CH:20]=1, predict the reactants needed to synthesize it. The reactants are: O.[OH-].[Li+].C([O:6][C:7](=[O:34])[CH2:8][CH:9]1[CH2:14][CH2:13][CH2:12][N:11]([C:15]2[CH:20]=[C:19]([NH:21][CH2:22][CH2:23][C:24]3[CH:29]=[CH:28][C:27]([Cl:30])=[CH:26][C:25]=3[Cl:31])[N:18]=[C:17]([O:32][CH3:33])[N:16]=2)[CH2:10]1)C. (5) The reactants are: C(N(CC)C(C)C)(C)C.[F:10][C:11]1[C:16]([F:17])=[CH:15][CH:14]=[CH:13][C:12]=1[C@@:18]([NH:24][S@@:25]([C:27]([CH3:30])([CH3:29])[CH3:28])=[O:26])([CH2:21][CH2:22][OH:23])[CH2:19][F:20]. Given the product [F:10][C:11]1[C:16]([F:17])=[CH:15][CH:14]=[CH:13][C:12]=1[C@@:18]([NH:24][S@@:25]([C:27]([CH3:30])([CH3:29])[CH3:28])=[O:26])([CH2:21][CH:22]=[O:23])[CH2:19][F:20].[F:10][C:11]1[C:16]([F:17])=[CH:15][CH:14]=[CH:13][C:12]=1[C@@:18]([NH:24][S@@:25]([C:27]([CH3:30])([CH3:29])[CH3:28])=[O:26])([CH2:21][CH2:22][OH:23])[CH2:19][F:20], predict the reactants needed to synthesize it. (6) Given the product [NH2:35][C:36]1[CH:37]=[CH:38][C:39]([C@@H:42]2[CH2:46][CH2:45][CH:44]([CH2:47][C:48]([O:50][CH2:51][CH3:52])=[O:49])[CH2:43]2)=[CH:40][CH:41]=1, predict the reactants needed to synthesize it. The reactants are: NC1C=CC(C2CCC(C(OC)=O)C2)=CC=1.[N+](C1C=CC(C2CCC(C(OC)=O)C2)=CC=1)([O-])=O.[NH2:35][C:36]1[CH:41]=[CH:40][C:39]([C@@H:42]2[CH2:46][CH2:45][C:44](=[CH:47][C:48]([O:50][CH2:51][CH3:52])=[O:49])[CH2:43]2)=[CH:38][CH:37]=1. (7) The reactants are: [CH3:1][O:2][C:3]1[CH:8]=[C:7]([O:9][CH3:10])[CH:6]=[C:5]([O:11][CH3:12])[CH:4]=1.[CH3:13][O:14][CH:15]([O:21]C)[CH2:16][C:17](OC)=O.C(O)(=O)C.Cl. Given the product [CH3:12][O:11][C:5]1[CH:4]=[C:3]([O:2][CH3:1])[CH:8]=[C:7]([O:9][CH3:10])[C:6]=1/[CH:17]=[CH:16]/[C:15]([O:14][CH3:13])=[O:21], predict the reactants needed to synthesize it. (8) Given the product [F:24][C:14]1[C:13]([CH:11]([C:8]2[N:6]3[N:7]=[C:2]([N:38]4[CH2:39][CH2:40][N:35]([C:30]5[CH:31]=[CH:32][CH:33]=[CH:34][N:29]=5)[C:36](=[O:41])[CH2:37]4)[CH:3]=[CH:4][C:5]3=[N:10][CH:9]=2)[CH3:12])=[C:22]([F:23])[CH:21]=[C:20]2[C:15]=1[CH:16]=[CH:17][CH:18]=[N:19]2, predict the reactants needed to synthesize it. The reactants are: Cl[C:2]1[CH:3]=[CH:4][C:5]2[N:6]([C:8]([CH:11]([C:13]3[C:14]([F:24])=[C:15]4[C:20](=[CH:21][C:22]=3[F:23])[N:19]=[CH:18][CH:17]=[CH:16]4)[CH3:12])=[CH:9][N:10]=2)[N:7]=1.[F-].[K+].Cl.Cl.[N:29]1[CH:34]=[CH:33][CH:32]=[CH:31][C:30]=1[N:35]1[CH2:40][CH2:39][NH:38][CH2:37][C:36]1=[O:41]. (9) Given the product [F:2][C:3]1[CH:12]=[CH:11][C:10]2[O:9][CH:8]([CH:13]([CH2:15][NH2:1])[OH:14])[CH2:7][CH2:6][C:5]=2[CH:4]=1, predict the reactants needed to synthesize it. The reactants are: [NH3:1].[F:2][C:3]1[CH:4]=[C:5]2[C:10](=[CH:11][CH:12]=1)[O:9][CH:8]([CH:13]1[CH2:15][O:14]1)[CH2:7][CH2:6]2.